Dataset: Catalyst prediction with 721,799 reactions and 888 catalyst types from USPTO. Task: Predict which catalyst facilitates the given reaction. (1) Reactant: [CH3:1][O:2][C:3]1[CH:4]=[C:5]([CH:18]=[CH:19][CH:20]=1)[CH2:6][O:7][C:8]1[CH:17]=[CH:16][C:11]([C:12]([O:14]C)=[O:13])=[CH:10][CH:9]=1.[Li+].[OH-]. Product: [CH3:1][O:2][C:3]1[CH:4]=[C:5]([CH:18]=[CH:19][CH:20]=1)[CH2:6][O:7][C:8]1[CH:17]=[CH:16][C:11]([C:12]([OH:14])=[O:13])=[CH:10][CH:9]=1. The catalyst class is: 14. (2) Reactant: CS(O[CH2:6][CH2:7][CH2:8][O:9][C:10]1[C:15]([CH3:16])=[CH:14][C:13]([C:17]2[N:21]=[C:20]([C:22]3[CH:27]=[C:26]([O:28][CH3:29])[N:25]=[C:24]([CH:30]4[CH2:34][CH2:33][CH2:32][CH2:31]4)[CH:23]=3)[O:19][N:18]=2)=[CH:12][C:11]=1[CH2:35][CH3:36])(=O)=O.[CH3:37][NH2:38]. Product: [CH:30]1([C:24]2[CH:23]=[C:22]([C:20]3[O:19][N:18]=[C:17]([C:13]4[CH:14]=[C:15]([CH3:16])[C:10]([O:9][CH2:8][CH2:7][CH2:6][NH:38][CH3:37])=[C:11]([CH2:35][CH3:36])[CH:12]=4)[N:21]=3)[CH:27]=[C:26]([O:28][CH3:29])[N:25]=2)[CH2:34][CH2:33][CH2:32][CH2:31]1. The catalyst class is: 1. (3) Reactant: [CH:1]1([CH2:6][C:7]([OH:9])=O)[CH2:5][CH2:4][CH2:3][CH2:2]1.C(N(C(C)C)CC)(C)C.Cl.CN(C)CCCN=C=NCC.[C:31]([O:35][C:36]([N:38]1[CH2:43][CH2:42][CH:41]([NH:44][C:45]2[C:50]([NH2:51])=[CH:49][N:48]=[C:47]3[N:52]([S:55]([C:58]4[CH:63]=[CH:62][CH:61]=[CH:60][CH:59]=4)(=[O:57])=[O:56])[CH:53]=[CH:54][C:46]=23)[CH2:40][CH2:39]1)=[O:37])([CH3:34])([CH3:33])[CH3:32]. Product: [C:31]([O:35][C:36]([N:38]1[CH2:39][CH2:40][CH:41]([NH:44][C:45]2[C:50]([NH:51][C:7](=[O:9])[CH2:6][CH:1]3[CH2:2][CH2:3][CH2:4][CH2:5]3)=[CH:49][N:48]=[C:47]3[N:52]([S:55]([C:58]4[CH:63]=[CH:62][CH:61]=[CH:60][CH:59]=4)(=[O:56])=[O:57])[CH:53]=[CH:54][C:46]=23)[CH2:42][CH2:43]1)=[O:37])([CH3:34])([CH3:32])[CH3:33]. The catalyst class is: 2. (4) Reactant: C([Si](C)(C)[O:6][CH:7]([CH:24]1[CH2:26][CH2:25]1)[CH2:8][O:9][C:10]1[C:11]([N:18]2[CH2:23][CH2:22][O:21][CH2:20][CH2:19]2)=[N:12][C:13]([Cl:17])=[N:14][C:15]=1[Cl:16])(C)(C)C.CCCC[N+](CCCC)(CCCC)CCCC.[F-]. Product: [CH:24]1([CH:7]([OH:6])[CH2:8][O:9][C:10]2[C:15]([Cl:16])=[N:14][C:13]([Cl:17])=[N:12][C:11]=2[N:18]2[CH2:19][CH2:20][O:21][CH2:22][CH2:23]2)[CH2:26][CH2:25]1. The catalyst class is: 1.